Dataset: Forward reaction prediction with 1.9M reactions from USPTO patents (1976-2016). Task: Predict the product of the given reaction. (1) The product is: [C:1]([C@@H:4]([NH:9][C:10](=[O:11])[C@@H:12]([NH:18][C:19]([O:21][C:22]([CH3:25])([CH3:24])[CH3:23])=[O:20])[CH2:13][CH2:14][C:15]([NH:40][CH2:39][CH2:38][C:35]1[CH:36]=[CH:37][C:32]([C:26]2[CH:31]=[CH:30][CH:29]=[CH:28][CH:27]=2)=[CH:33][CH:34]=1)=[O:17])[CH2:5][CH:6]([CH3:7])[CH3:8])(=[O:3])[NH2:2]. Given the reactants [C:1]([C@@H:4]([NH:9][C:10]([C@@H:12]([NH:18][C:19]([O:21][C:22]([CH3:25])([CH3:24])[CH3:23])=[O:20])[CH2:13][CH2:14][C:15]([OH:17])=O)=[O:11])[CH2:5][CH:6]([CH3:8])[CH3:7])(=[O:3])[NH2:2].[C:26]1([C:32]2[CH:37]=[CH:36][C:35]([CH2:38][CH2:39][NH2:40])=[CH:34][CH:33]=2)[CH:31]=[CH:30][CH:29]=[CH:28][CH:27]=1.Cl.C(N=C=N)C.C(N(C(C)C)CC)(C)C, predict the reaction product. (2) Given the reactants F[C:2]1[CH:15]=[CH:14][C:13]([F:16])=[CH:12][C:3]=1[C:4]([C:6]1[CH:11]=[CH:10][CH:9]=[CH:8][CH:7]=1)=O.[NH2:17][NH2:18], predict the reaction product. The product is: [F:16][C:13]1[CH:12]=[C:3]2[C:2](=[CH:15][CH:14]=1)[NH:18][N:17]=[C:4]2[C:6]1[CH:11]=[CH:10][CH:9]=[CH:8][CH:7]=1. (3) Given the reactants [Cl:1][C:2]1[CH:3]=[C:4]([NH:9][C:10]([C:12]2[CH:34]=[CH:33][C:15]([O:16][C:17]3[CH:26]=[C:25]4[C:20]([CH:21]([C:27]([O:29]C)=[O:28])[CH2:22][CH2:23][O:24]4)=[CH:19][C:18]=3[C:31]#[N:32])=[CH:14][CH:13]=2)=[O:11])[CH:5]=[CH:6][C:7]=1[Cl:8].[OH-].[Na+].O.CO, predict the reaction product. The product is: [Cl:1][C:2]1[CH:3]=[C:4]([NH:9][C:10]([C:12]2[CH:34]=[CH:33][C:15]([O:16][C:17]3[CH:26]=[C:25]4[C:20]([CH:21]([C:27]([OH:29])=[O:28])[CH2:22][CH2:23][O:24]4)=[CH:19][C:18]=3[C:31]#[N:32])=[CH:14][CH:13]=2)=[O:11])[CH:5]=[CH:6][C:7]=1[Cl:8]. (4) Given the reactants C[O:2][C:3](=[O:29])[CH2:4][C:5]1[CH:10]=[CH:9][C:8]([O:11][CH2:12]/[CH:13]=[C:14](/[C:16]2[CH:21]=[CH:20][C:19]([O:22][C:23]3[CH:28]=[CH:27][CH:26]=[CH:25][CH:24]=3)=[CH:18][CH:17]=2)\[CH3:15])=[CH:7][CH:6]=1.C(O)C, predict the reaction product. The product is: [O:22]([C:19]1[CH:20]=[CH:21][C:16](/[C:14](/[CH3:15])=[CH:13]/[CH2:12][O:11][C:8]2[CH:7]=[CH:6][C:5]([CH2:4][C:3]([OH:29])=[O:2])=[CH:10][CH:9]=2)=[CH:17][CH:18]=1)[C:23]1[CH:24]=[CH:25][CH:26]=[CH:27][CH:28]=1. (5) Given the reactants [NH:1]1[CH:5]=[C:4]([C:6]2[CH:22]=[CH:21][C:9]3[C:10]4[N:11]=[C:12]([C:18](O)=[O:19])[S:13][C:14]=4[CH2:15][CH2:16][O:17][C:8]=3[CH:7]=2)[CH:3]=[N:2]1.[CH3:23][NH:24][CH:25]1[CH2:29][CH2:28][NH:27][CH2:26]1, predict the reaction product. The product is: [CH3:23][NH:24][CH:25]1[CH2:29][CH2:28][N:27]([C:18]([C:12]2[S:13][C:14]3[CH2:15][CH2:16][O:17][C:8]4[CH:7]=[C:6]([C:4]5[CH:5]=[N:1][NH:2][CH:3]=5)[CH:22]=[CH:21][C:9]=4[C:10]=3[N:11]=2)=[O:19])[CH2:26]1. (6) Given the reactants [NH:1]1[C:10]2[C:5](=[CH:6][CH:7]=[CH:8][CH:9]=2)[N:4]=[CH:3][C:2]1=[O:11].[Br:12]Br.O, predict the reaction product. The product is: [Br:12][C:8]1[CH:9]=[C:10]2[C:5]([N:4]=[CH:3][C:2](=[O:11])[NH:1]2)=[CH:6][CH:7]=1. (7) Given the reactants [I:1][C:2]1[CH:3]=[CH:4][C:5]([N+:11]([O-:13])=[O:12])=[C:6]([CH:10]=1)[C:7](O)=[O:8].C(Cl)(=O)C(Cl)=O.[CH3:20][N:21](C)[CH:22]=O, predict the reaction product. The product is: [I:1][C:2]1[CH:3]=[CH:4][C:5]([N+:11]([O-:13])=[O:12])=[C:6]([CH:10]=1)[C:7]([N:21]([CH3:22])[CH3:20])=[O:8]. (8) Given the reactants [CH3:1][C:2]1[N:7]=[C:6]([CH:8]=[O:9])[C:5]([C:10]2[O:14][N:13]=[C:12]([CH3:15])[N:11]=2)=[CH:4][CH:3]=1.[O-:16]Cl=O.[Na+], predict the reaction product. The product is: [CH3:1][C:2]1[N:7]=[C:6]([C:8]([OH:16])=[O:9])[C:5]([C:10]2[O:14][N:13]=[C:12]([CH3:15])[N:11]=2)=[CH:4][CH:3]=1. (9) Given the reactants [Br:1][C:2]1[N:7]2[CH:8]=[C:9]([NH:11]C(=O)OCC)[N:10]=[C:6]2[C:5]([N:17]2[CH2:22][CH2:21][O:20][CH2:19][CH2:18]2)=[N:4][CH:3]=1, predict the reaction product. The product is: [Br:1][C:2]1[N:7]2[CH:8]=[C:9]([NH2:11])[N:10]=[C:6]2[C:5]([N:17]2[CH2:18][CH2:19][O:20][CH2:21][CH2:22]2)=[N:4][CH:3]=1. (10) Given the reactants F[C:2]1[CH:3]=[C:4]([CH:8]([N:10]2[CH:14]=[C:13]([NH2:15])[CH:12]=[N:11]2)[CH3:9])[CH:5]=[N:6][CH:7]=1.[CH3:16][O:17]C1C=CC(C=O)=CN=1, predict the reaction product. The product is: [CH3:16][O:17][C:7]1[N:6]=[CH:5][C:4]([CH:8]([N:10]2[CH:14]=[C:13]([NH2:15])[CH:12]=[N:11]2)[CH3:9])=[CH:3][CH:2]=1.